Dataset: Full USPTO retrosynthesis dataset with 1.9M reactions from patents (1976-2016). Task: Predict the reactants needed to synthesize the given product. (1) Given the product [C:1]1([CH3:19])[CH:2]=[CH:3][C:4]([CH2:7][CH2:8][C:9]2[CH:14]=[CH:13][N:12]=[C:11]([NH:15][C:16]([NH2:18])=[O:17])[CH:10]=2)=[CH:5][CH:6]=1.[OH:20][CH:21]([C:33]1[CH:34]=[CH:35][C:36]([CH3:39])=[CH:37][CH:38]=1)[CH2:22][C:23]1[CH:28]=[CH:27][N:26]=[C:25]([NH:29][C:30]([NH2:32])=[O:31])[CH:24]=1, predict the reactants needed to synthesize it. The reactants are: [C:1]1([CH3:19])[CH:6]=[CH:5][C:4](/[CH:7]=[CH:8]/[C:9]2[CH:14]=[CH:13][N:12]=[C:11]([NH:15][C:16]([NH2:18])=[O:17])[CH:10]=2)=[CH:3][CH:2]=1.[OH:20][CH:21]([C:33]1[CH:38]=[CH:37][C:36]([CH3:39])=[CH:35][CH:34]=1)[CH2:22][C:23]1[CH:28]=[CH:27][N:26]=[C:25]([NH:29][C:30]([NH2:32])=[O:31])[CH:24]=1. (2) Given the product [CH2:12]([O:19][C:20]1[C:24]([O:25][CH2:26][C:27]2[CH:32]=[CH:31][CH:30]=[CH:29][CH:28]=2)=[C:23]([C:33](=[O:37])[N:34]([CH3:35])[CH3:36])[N:22]([C:38]2[CH:43]=[CH:42][C:41]([O:44][CH3:45])=[CH:40][CH:39]=2)[C:21]=1[C:46]([O:11][CH:5]1[CH:6]([CH3:10])[CH2:7][CH2:8][CH2:9][CH:4]1[CH3:3])=[O:47])[C:13]1[CH:14]=[CH:15][CH:16]=[CH:17][CH:18]=1, predict the reactants needed to synthesize it. The reactants are: [H-].[Na+].[CH3:3][CH:4]1[CH2:9][CH2:8][CH2:7][CH:6]([CH3:10])[CH:5]1[OH:11].[CH2:12]([O:19][C:20]1[C:24]([O:25][CH2:26][C:27]2[CH:32]=[CH:31][CH:30]=[CH:29][CH:28]=2)=[C:23]([C:33](=[O:37])[N:34]([CH3:36])[CH3:35])[N:22]([C:38]2[CH:43]=[CH:42][C:41]([O:44][CH3:45])=[CH:40][CH:39]=2)[C:21]=1[C:46](OCC)=[O:47])[C:13]1[CH:18]=[CH:17][CH:16]=[CH:15][CH:14]=1. (3) The reactants are: [NH2:1][C:2]1[S:3][C:4]([C:12]2[CH:17]=[CH:16][N:15]([CH2:18][CH3:19])[C:14](=[O:20])[CH:13]=2)=[C:5]([C:7]2[O:8][CH:9]=[CH:10][CH:11]=2)[N:6]=1.[C:21](O)(=[O:28])[C:22]1[CH:27]=[CH:26][N:25]=[CH:24][CH:23]=1.C1CN([P+](ON2N=NC3C=CC=CC2=3)(N2CCCC2)N2CCCC2)CC1.F[P-](F)(F)(F)(F)F.C(N(CC)CC)C. Given the product [CH2:18]([N:15]1[CH:16]=[CH:17][C:12]([C:4]2[S:3][C:2]([NH:1][C:21]([C:22]3[CH:27]=[CH:26][N:25]=[CH:24][CH:23]=3)=[O:28])=[N:6][C:5]=2[C:7]2[O:8][CH:9]=[CH:10][CH:11]=2)=[CH:13][C:14]1=[O:20])[CH3:19], predict the reactants needed to synthesize it.